The task is: Predict the reactants needed to synthesize the given product.. This data is from Full USPTO retrosynthesis dataset with 1.9M reactions from patents (1976-2016). Given the product [CH2:26]([O:33][C:34]([N:11]1[CH2:12][C:8]([CH3:16])([CH3:7])[CH2:9][C@H:10]1[CH2:14][OH:15])=[O:35])[C:27]1[CH:32]=[CH:31][CH:30]=[CH:29][CH:28]=1, predict the reactants needed to synthesize it. The reactants are: [H-].[Al+3].[Li+].[H-].[H-].[H-].[CH3:7][C:8]1([CH3:16])[C:12](=O)[NH:11][C@H:10]([CH2:14][OH:15])[CH2:9]1.[OH-].[Na+].C(N(CC)CC)C.[CH2:26]([O:33][C:34](Cl)=[O:35])[C:27]1[CH:32]=[CH:31][CH:30]=[CH:29][CH:28]=1.C(=O)([O-])O.[Na+].